Predict the reaction yield, written as a fraction of the theoretical maximum amount of product (1.0 means a 100% yield; for example, 0.34 means a 34% yield). From a dataset of Reaction yield outcomes from USPTO patents with 853,638 reactions. (1) The reactants are [Si:1]([O:8][CH2:9][C:10]1[N:11]([CH3:28])[C:12]2[C:17]([CH:18]=1)=[CH:16][C:15]([CH:19]([OH:22])[CH:20]=[CH2:21])=[C:14]([O:23][CH2:24][C:25]([CH3:27])=[CH2:26])[CH:13]=2)([C:4]([CH3:7])([CH3:6])[CH3:5])([CH3:3])[CH3:2]. The catalyst is C(Cl)Cl.O=[Mn]=O. The product is [Si:1]([O:8][CH2:9][C:10]1[N:11]([CH3:28])[C:12]2[C:17]([CH:18]=1)=[CH:16][C:15]([C:19](=[O:22])[CH:20]=[CH2:21])=[C:14]([O:23][CH2:24][C:25]([CH3:27])=[CH2:26])[CH:13]=2)([C:4]([CH3:7])([CH3:6])[CH3:5])([CH3:3])[CH3:2]. The yield is 0.920. (2) The reactants are [Li]CCCC.Br[C:7]1[C:20]2[C:21]3=[C:22]4[C:17](=[CH:18][CH:19]=2)[CH:16]=[CH:15][CH:14]=[C:13]4[CH:12]=[CH:11][C:10]3=[CH:9][CH:8]=1.C1COCC1.[Si:28](Cl)([Cl:31])([Cl:30])[Cl:29]. The catalyst is C1COCC1.CCOCC. The product is [Cl:29][Si:28]([Cl:31])([Cl:30])[C:7]1[C:20]2[C:21]3=[C:22]4[C:17](=[CH:18][CH:19]=2)[CH:16]=[CH:15][CH:14]=[C:13]4[CH:12]=[CH:11][C:10]3=[CH:9][CH:8]=1. The yield is 0.480. (3) The reactants are [CH2:1]([O:3][C:4]1[C:9]2[NH:10][C:11](=[O:13])[O:12][C:8]=2[CH:7]=[C:6]([CH2:14][OH:15])[CH:5]=1)[CH3:2]. The catalyst is ClCCl.C(O)C.O=[Mn]=O. The product is [CH2:1]([O:3][C:4]1[C:9]2[NH:10][C:11](=[O:13])[O:12][C:8]=2[CH:7]=[C:6]([CH:14]=[O:15])[CH:5]=1)[CH3:2]. The yield is 0.780. (4) The reactants are C([O:3][C:4]([C:6]1[C:11]([O:12][CH2:13][CH3:14])=[CH:10][C:9]([O:15][CH2:16][CH3:17])=[CH:8][N:7]=1)=O)C.CC(C[AlH]CC(C)C)C. The catalyst is C(Cl)Cl.C1COCC1. The product is [CH2:13]([O:12][C:11]1[C:6]([CH2:4][OH:3])=[N:7][CH:8]=[C:9]([O:15][CH2:16][CH3:17])[CH:10]=1)[CH3:14]. The yield is 0.800. (5) The reactants are [NH2:1][C:2]([CH3:18])([CH3:17])[CH:3]([C:5]1([C:11]2[CH:16]=[CH:15][CH:14]=[CH:13][CH:12]=2)[S:10][CH2:9][CH2:8][CH2:7][S:6]1)[OH:4].[N:19]1([C:25]([NH:27][CH:28]([CH2:32][S:33]([CH2:36][C:37]2[CH:42]=[CH:41][CH:40]=[CH:39][CH:38]=2)(=[O:35])=[O:34])[C:29](O)=[O:30])=[O:26])[CH2:24][CH2:23][O:22][CH2:21][CH2:20]1. No catalyst specified. The product is [OH:4][CH:3]([C:5]1([C:11]2[CH:16]=[CH:15][CH:14]=[CH:13][CH:12]=2)[S:6][CH2:7][CH2:8][CH2:9][S:10]1)[C:2]([NH:1][C:29]([CH:28]([NH:27][C:25]([N:19]1[CH2:24][CH2:23][O:22][CH2:21][CH2:20]1)=[O:26])[CH2:32][S:33]([CH2:36][C:37]1[CH:38]=[CH:39][CH:40]=[CH:41][CH:42]=1)(=[O:35])=[O:34])=[O:30])([CH3:18])[CH3:17]. The yield is 0.780. (6) The reactants are [OH:1][C:2]1[CH:3]=[N:4][CH:5]=[CH:6][CH:7]=1.[H-].[Na+].[Cl:10][C:11]1[CH:27]=[C:26]([Cl:28])[CH:25]=[CH:24][C:12]=1[CH2:13][NH:14][C:15](=[O:23])[C:16]1[CH:21]=[CH:20][C:19](F)=[N:18][CH:17]=1. The catalyst is CN(C)C(=O)C. The product is [Cl:10][C:11]1[CH:27]=[C:26]([Cl:28])[CH:25]=[CH:24][C:12]=1[CH2:13][NH:14][C:15](=[O:23])[C:16]1[CH:21]=[CH:20][C:19]([O:1][C:2]2[CH:3]=[N:4][CH:5]=[CH:6][CH:7]=2)=[N:18][CH:17]=1. The yield is 0.402. (7) The reactants are [C:1]([O:5][C:6]([C:8]1([C:13]([O:15]C(C)(C)C)=[O:14])[CH2:10][CH:9]1[CH2:11][CH3:12])=[O:7])([CH3:4])([CH3:3])[CH3:2].CC(C)([O-])C.[K+]. The catalyst is CCOCC.O. The product is [C:1]([O:5][C:6]([C:8]1([C:13]([OH:15])=[O:14])[CH2:10][CH:9]1[CH2:11][CH3:12])=[O:7])([CH3:2])([CH3:3])[CH3:4]. The yield is 0.690. (8) The product is [CH2:11]([C:18]1[C:23](=[O:24])[N:22]2[CH:25]=[CH:26][CH:27]=[CH:28][C:21]2=[N:20][C:19]=1[CH:29]=[O:30])[C:12]1[CH:17]=[CH:16][CH:15]=[CH:14][CH:13]=1. The catalyst is ClCCl.C(OCC)(=O)C.O. The yield is 0.670. The reactants are C(Cl)(=O)C(Cl)=O.CS(C)=O.[CH2:11]([C:18]1[C:23](=[O:24])[N:22]2[CH:25]=[CH:26][CH:27]=[CH:28][C:21]2=[N:20][C:19]=1[CH2:29][OH:30])[C:12]1[CH:17]=[CH:16][CH:15]=[CH:14][CH:13]=1.C(N(CC)CC)C. (9) The reactants are [H-].[H-].[H-].[H-].[Li+].[Al+3].[CH2:7]([N:25]([CH2:32][CH2:33][CH2:34][CH2:35][CH2:36][CH2:37][CH2:38][CH2:39][CH2:40][CH2:41][CH2:42][CH2:43][CH2:44][CH2:45][CH2:46][CH2:47][CH2:48][CH3:49])[CH:26]([CH3:31])C(OC)=O)[CH2:8][CH2:9][CH2:10][CH2:11][CH2:12][CH2:13][CH2:14][CH2:15][CH2:16][CH2:17][CH2:18][CH2:19][CH2:20][CH2:21][CH2:22][CH2:23][CH3:24].C1C[O:53][CH2:52]C1. No catalyst specified. The product is [CH2:32]([N:25]([CH2:7][CH2:8][CH2:9][CH2:10][CH2:11][CH2:12][CH2:13][CH2:14][CH2:15][CH2:16][CH2:17][CH2:18][CH2:19][CH2:20][CH2:21][CH2:22][CH2:23][CH3:24])[CH2:26][CH2:31][CH2:52][OH:53])[CH2:33][CH2:34][CH2:35][CH2:36][CH2:37][CH2:38][CH2:39][CH2:40][CH2:41][CH2:42][CH2:43][CH2:44][CH2:45][CH2:46][CH2:47][CH2:48][CH3:49]. The yield is 0.980. (10) The reactants are [Cl:1][C:2]1[C:3]([O:8][CH:9]2[CH2:12][N:11](C(OC(C)(C)C)=O)[CH2:10]2)=[N:4][CH:5]=[CH:6][N:7]=1.Cl.O1CCOCC1. The catalyst is C(Cl)Cl. The product is [NH:11]1[CH2:10][CH:9]([O:8][C:3]2[C:2]([Cl:1])=[N:7][CH:6]=[CH:5][N:4]=2)[CH2:12]1. The yield is 0.626.